This data is from Peptide-MHC class I binding affinity with 185,985 pairs from IEDB/IMGT. The task is: Regression. Given a peptide amino acid sequence and an MHC pseudo amino acid sequence, predict their binding affinity value. This is MHC class I binding data. (1) The peptide sequence is YYHRPLTGYM. The MHC is Mamu-B17 with pseudo-sequence Mamu-B17. The binding affinity (normalized) is 0.0896. (2) The MHC is HLA-A02:01 with pseudo-sequence HLA-A02:01. The binding affinity (normalized) is 1.00. The peptide sequence is VLWKSYPLV.